From a dataset of Peptide-MHC class I binding affinity with 185,985 pairs from IEDB/IMGT. Regression. Given a peptide amino acid sequence and an MHC pseudo amino acid sequence, predict their binding affinity value. This is MHC class I binding data. (1) The peptide sequence is HPRQFLAFL. The MHC is HLA-B35:01 with pseudo-sequence HLA-B35:01. The binding affinity (normalized) is 0.628. (2) The peptide sequence is DPTFQLLNMI. The MHC is HLA-B35:01 with pseudo-sequence HLA-B35:01. The binding affinity (normalized) is 0. (3) The peptide sequence is LQPSDTLLF. The MHC is BoLA-D18.4 with pseudo-sequence BoLA-D18.4. The binding affinity (normalized) is 0.0641. (4) The peptide sequence is FLKDDTLSK. The MHC is HLA-A33:01 with pseudo-sequence HLA-A33:01. The binding affinity (normalized) is 0.0450. (5) The peptide sequence is ISTNSAKL. The MHC is H-2-Kb with pseudo-sequence H-2-Kb. The binding affinity (normalized) is 0.364. (6) The peptide sequence is HTEEAKQIVQR. The MHC is Mamu-A01 with pseudo-sequence Mamu-A01. The binding affinity (normalized) is 0.